From a dataset of Forward reaction prediction with 1.9M reactions from USPTO patents (1976-2016). Predict the product of the given reaction. (1) Given the reactants [C:1]([C:3]1[CH:4]=[CH:5][C:6]2[N:10]=[CH:9][N:8]([CH2:11][C@H:12]3[CH2:36][CH2:35][CH2:34][C@:14]4([O:18][C:17](=[O:19])[N:16]([CH2:20][C:21]5([CH3:33])[CH2:25][CH2:24][N:23](C(OC(C)(C)C)=O)[CH2:22]5)[CH2:15]4)[CH2:13]3)[C:7]=2[CH:37]=1)#[N:2].Cl, predict the reaction product. The product is: [CH3:33][C:21]1([CH2:20][N:16]2[CH2:15][C@@:14]3([CH2:34][CH2:35][CH2:36][C@H:12]([CH2:11][N:8]4[C:7]5[CH:37]=[C:3]([C:1]#[N:2])[CH:4]=[CH:5][C:6]=5[N:10]=[CH:9]4)[CH2:13]3)[O:18][C:17]2=[O:19])[CH2:25][CH2:24][NH:23][CH2:22]1. (2) Given the reactants [CH2:1]([N:3]1[C:12]2[C:7](=[CH:8][C:9]([N+:13]([O-:15])=[O:14])=[CH:10][CH:11]=2)[C:6](=[O:16])[N:5]([CH2:17][CH2:18]C#N)[C:4]1=[O:21])[CH3:2].[H-].[Na+].Br[CH2:25]C#C, predict the reaction product. The product is: [CH2:17]([N:5]1[C:6](=[O:16])[C:7]2[C:12](=[CH:11][CH:10]=[C:9]([N+:13]([O-:15])=[O:14])[CH:8]=2)[N:3]([CH2:1][C:2]#[CH:25])[C:4]1=[O:21])[CH3:18]. (3) Given the reactants [C:1]([C:3]1[CH:4]=[C:5]2[C:9](=[CH:10][CH:11]=1)[NH:8][N:7]=[CH:6]2)#[CH:2].[N:12]([CH2:15][CH2:16][C@@H:17]([NH:29]C(=O)OC(C)(C)C)[CH2:18][C:19]1[CH:24]=[CH:23][C:22]([C:25]([F:28])([F:27])[F:26])=[CH:21][CH:20]=1)=[N+:13]=[N-:14].O=C1O[C@H]([C@H](CO)O)C([O-])=C1O.[Na+].C(Cl)Cl, predict the reaction product. The product is: [NH:8]1[C:9]2[C:5](=[CH:4][C:3]([C:1]3[N:14]=[N:13][N:12]([CH2:15][CH2:16][C@@H:17]([NH2:29])[CH2:18][C:19]4[CH:24]=[CH:23][C:22]([C:25]([F:26])([F:28])[F:27])=[CH:21][CH:20]=4)[CH:2]=3)=[CH:11][CH:10]=2)[CH:6]=[N:7]1. (4) Given the reactants N#N.C([O:6][C:7]([C:9]1[N:10]=[CH:11][O:12][C:13]=1[C:14]1[CH:19]=[CH:18][CH:17]=[C:16]([CH2:20][O:21][CH:22]([CH3:24])[CH3:23])[CH:15]=1)=[O:8])(C)C.[OH-].[Na+].Cl, predict the reaction product. The product is: [CH:22]([O:21][CH2:20][C:16]1[CH:15]=[C:14]([C:13]2[O:12][CH:11]=[N:10][C:9]=2[C:7]([OH:8])=[O:6])[CH:19]=[CH:18][CH:17]=1)([CH3:24])[CH3:23].